From a dataset of TCR-epitope binding with 47,182 pairs between 192 epitopes and 23,139 TCRs. Binary Classification. Given a T-cell receptor sequence (or CDR3 region) and an epitope sequence, predict whether binding occurs between them. (1) The epitope is RISNCVADY. The TCR CDR3 sequence is CASSQRGLAVTDTQYF. Result: 0 (the TCR does not bind to the epitope). (2) Result: 1 (the TCR binds to the epitope). The epitope is NLDSKVGGNY. The TCR CDR3 sequence is CASGLAADGPEQYF. (3) The epitope is LEPLVDLPI. Result: 1 (the TCR binds to the epitope). The TCR CDR3 sequence is CASSQDRVIFATQYF. (4) The epitope is YLNTLTLAV. The TCR CDR3 sequence is CASSFGGYTEAFF. Result: 1 (the TCR binds to the epitope). (5) The epitope is KAYNVTQAF. The TCR CDR3 sequence is CASSYSRGTNEQFF. Result: 0 (the TCR does not bind to the epitope). (6) The epitope is NLWNTFTRL. The TCR CDR3 sequence is CASSSGLRTYNEQFF. Result: 0 (the TCR does not bind to the epitope). (7) The epitope is AYAQKIFKI. The TCR CDR3 sequence is CSARDRQSSYNEQFF. Result: 1 (the TCR binds to the epitope).